Dataset: NCI-60 drug combinations with 297,098 pairs across 59 cell lines. Task: Regression. Given two drug SMILES strings and cell line genomic features, predict the synergy score measuring deviation from expected non-interaction effect. (1) Drug 1: CC1=C(C(CCC1)(C)C)C=CC(=CC=CC(=CC(=O)O)C)C. Drug 2: CC1CCCC2(C(O2)CC(NC(=O)CC(C(C(=O)C(C1O)C)(C)C)O)C(=CC3=CSC(=N3)C)C)C. Cell line: K-562. Synergy scores: CSS=62.7, Synergy_ZIP=1.49, Synergy_Bliss=2.19, Synergy_Loewe=-20.6, Synergy_HSA=2.22. (2) Drug 1: C1C(C(OC1N2C=NC3=C(N=C(N=C32)Cl)N)CO)O. Drug 2: C(=O)(N)NO. Cell line: NCI-H322M. Synergy scores: CSS=0.586, Synergy_ZIP=1.64, Synergy_Bliss=2.71, Synergy_Loewe=-6.95, Synergy_HSA=-1.76. (3) Drug 1: CC(CN1CC(=O)NC(=O)C1)N2CC(=O)NC(=O)C2. Drug 2: CC(C)NC(=O)C1=CC=C(C=C1)CNNC.Cl. Cell line: SNB-75. Synergy scores: CSS=-0.678, Synergy_ZIP=5.29, Synergy_Bliss=1.53, Synergy_Loewe=-0.918, Synergy_HSA=-0.0103. (4) Drug 1: COC1=CC(=CC(=C1O)OC)C2C3C(COC3=O)C(C4=CC5=C(C=C24)OCO5)OC6C(C(C7C(O6)COC(O7)C8=CC=CS8)O)O. Drug 2: C#CCC(CC1=CN=C2C(=N1)C(=NC(=N2)N)N)C3=CC=C(C=C3)C(=O)NC(CCC(=O)O)C(=O)O. Cell line: SK-MEL-28. Synergy scores: CSS=11.7, Synergy_ZIP=-6.63, Synergy_Bliss=-1.24, Synergy_Loewe=-1.17, Synergy_HSA=-1.06. (5) Synergy scores: CSS=18.0, Synergy_ZIP=-9.64, Synergy_Bliss=-9.24, Synergy_Loewe=-42.8, Synergy_HSA=-6.83. Cell line: T-47D. Drug 1: CC1C(C(=O)NC(C(=O)N2CCCC2C(=O)N(CC(=O)N(C(C(=O)O1)C(C)C)C)C)C(C)C)NC(=O)C3=C4C(=C(C=C3)C)OC5=C(C(=O)C(=C(C5=N4)C(=O)NC6C(OC(=O)C(N(C(=O)CN(C(=O)C7CCCN7C(=O)C(NC6=O)C(C)C)C)C)C(C)C)C)N)C. Drug 2: C1CN(CCN1C(=O)CCBr)C(=O)CCBr. (6) Drug 1: C1=CC(=CC=C1C#N)C(C2=CC=C(C=C2)C#N)N3C=NC=N3. Drug 2: CC(C)NC(=O)C1=CC=C(C=C1)CNNC.Cl. Cell line: UACC-257. Synergy scores: CSS=-0.456, Synergy_ZIP=-0.239, Synergy_Bliss=-2.66, Synergy_Loewe=-2.71, Synergy_HSA=-3.09. (7) Drug 1: CN(C)N=NC1=C(NC=N1)C(=O)N. Drug 2: C1=NC2=C(N=C(N=C2N1C3C(C(C(O3)CO)O)F)Cl)N. Cell line: COLO 205. Synergy scores: CSS=21.8, Synergy_ZIP=-7.39, Synergy_Bliss=-10.5, Synergy_Loewe=-35.5, Synergy_HSA=-10.6. (8) Drug 1: CN(C)C1=NC(=NC(=N1)N(C)C)N(C)C. Drug 2: CC1CCC2CC(C(=CC=CC=CC(CC(C(=O)C(C(C(=CC(C(=O)CC(OC(=O)C3CCCCN3C(=O)C(=O)C1(O2)O)C(C)CC4CCC(C(C4)OC)O)C)C)O)OC)C)C)C)OC. Cell line: A549. Synergy scores: CSS=10.5, Synergy_ZIP=-2.56, Synergy_Bliss=-7.74, Synergy_Loewe=-33.4, Synergy_HSA=-10.3. (9) Drug 1: CN(C)C1=NC(=NC(=N1)N(C)C)N(C)C. Drug 2: C1=CC=C(C(=C1)C(C2=CC=C(C=C2)Cl)C(Cl)Cl)Cl. Cell line: HCT-15. Synergy scores: CSS=7.77, Synergy_ZIP=2.50, Synergy_Bliss=3.97, Synergy_Loewe=1.83, Synergy_HSA=1.26. (10) Drug 1: COC1=C(C=C2C(=C1)N=CN=C2NC3=CC(=C(C=C3)F)Cl)OCCCN4CCOCC4. Drug 2: C1=NNC2=C1C(=O)NC=N2. Cell line: U251. Synergy scores: CSS=17.3, Synergy_ZIP=-5.38, Synergy_Bliss=1.27, Synergy_Loewe=2.31, Synergy_HSA=3.92.